This data is from Reaction yield outcomes from USPTO patents with 853,638 reactions. The task is: Predict the reaction yield, written as a fraction of the theoretical maximum amount of product (1.0 means a 100% yield; for example, 0.34 means a 34% yield). The reactants are [O:1]=[C:2]1[CH2:7][O:6][C:5]2[CH:8]=[CH:9][C:10]([C:12](=O)[CH2:13][C:14](=O)[CH3:15])=[CH:11][C:4]=2[NH:3]1.Cl.[F:19][C:20]1[CH:25]=[CH:24][C:23]([NH:26][NH2:27])=[C:22]([CH3:28])[CH:21]=1. No catalyst specified. The product is [F:19][C:20]1[CH:25]=[CH:24][C:23]([N:26]2[C:12]([C:10]3[CH:9]=[CH:8][C:5]4[O:6][CH2:7][C:2](=[O:1])[NH:3][C:4]=4[CH:11]=3)=[CH:13][C:14]([CH3:15])=[N:27]2)=[C:22]([CH3:28])[CH:21]=1. The yield is 0.580.